This data is from Full USPTO retrosynthesis dataset with 1.9M reactions from patents (1976-2016). The task is: Predict the reactants needed to synthesize the given product. (1) Given the product [C:1]([N:4]1[C:12]2[C:7](=[CH:8][C:9]([C:18](=[O:19])[CH2:17][CH2:16][CH2:15][CH2:14][Cl:13])=[CH:10][CH:11]=2)[CH2:6][CH2:5]1)(=[O:3])[CH3:2], predict the reactants needed to synthesize it. The reactants are: [C:1]([N:4]1[C:12]2[C:7](=[CH:8][CH:9]=[CH:10][CH:11]=2)[CH2:6][CH2:5]1)(=[O:3])[CH3:2].[Cl:13][CH2:14][CH2:15][CH2:16][CH2:17][C:18](Cl)=[O:19]. (2) Given the product [I:1][C:2]1[CH:3]=[C:4]([CH:5]=[CH:6][CH:7]=1)[CH2:8][C:9]1[O:22][C:13]([C:14]2[CH:15]=[CH:16][C:17]([C:20]#[N:21])=[CH:18][CH:19]=2)=[N:12][N:11]=1, predict the reactants needed to synthesize it. The reactants are: [I:1][C:2]1[CH:3]=[C:4]([CH2:8][C:9]([NH:11][NH:12][C:13](=[O:22])[C:14]2[CH:19]=[CH:18][C:17]([C:20]#[N:21])=[CH:16][CH:15]=2)=O)[CH:5]=[CH:6][CH:7]=1.P(Cl)(Cl)(Cl)=O.